This data is from Forward reaction prediction with 1.9M reactions from USPTO patents (1976-2016). The task is: Predict the product of the given reaction. Given the reactants Cl[CH2:2][C:3](Cl)=O.[NH2:6][C:7]1[CH:8]=[N:9][C:10]2[C:15]([C:16]=1[NH:17][C@@H:18]([CH2:21][O:22][CH2:23][C:24]1[CH:29]=[CH:28][CH:27]=[CH:26][CH:25]=1)[CH2:19][OH:20])=[CH:14][CH:13]=[CH:12][CH:11]=2.C(N(CC)CC)C.C(=O)([O-])[O-].[K+].[K+], predict the reaction product. The product is: [CH2:23]([O:22][CH2:21][C@@H:18]1[N:17]2[C:16]3[C:15]4[C:10](=[CH:11][CH:12]=[CH:13][CH:14]=4)[N:9]=[CH:8][C:7]=3[N:6]=[C:3]2[CH2:2][O:20][CH2:19]1)[C:24]1[CH:29]=[CH:28][CH:27]=[CH:26][CH:25]=1.